From a dataset of Catalyst prediction with 721,799 reactions and 888 catalyst types from USPTO. Predict which catalyst facilitates the given reaction. (1) Product: [CH:9]([NH:8][C:4]1[CH:3]=[C:2]([C:20]2[CH:21]=[C:22]3[C:26](=[CH:27][CH:28]=2)[N:25]([CH2:29][O:30][CH2:31][CH2:32][Si:33]([CH3:34])([CH3:35])[CH3:36])[N:24]=[C:23]3[CH:37]=[O:38])[CH:7]=[N:6][CH:5]=1)([CH3:11])[CH3:10]. The catalyst class is: 117. Reactant: Br[C:2]1[CH:3]=[C:4]([NH:8][CH:9]([CH3:11])[CH3:10])[CH:5]=[N:6][CH:7]=1.CC1(C)C(C)(C)OB([C:20]2[CH:21]=[C:22]3[C:26](=[CH:27][CH:28]=2)[N:25]([CH2:29][O:30][CH2:31][CH2:32][Si:33]([CH3:36])([CH3:35])[CH3:34])[N:24]=[C:23]3[CH:37]=[O:38])O1.C([O-])([O-])=O.[Na+].[Na+].CCOC(C)=O. (2) The catalyst class is: 266. Reactant: [OH:1][C:2]1[C:11]2[C:10]([CH3:13])([CH3:12])[CH2:9][CH2:8][C:7]([CH3:15])([CH3:14])[C:6]=2[CH:5]=[C:4]([CH:16]=[O:17])[CH:3]=1.[CH3:18][Mg]Br.[Cl-].[NH4+].CS(C)=O.C(Cl)(=O)C(Cl)=O.C(N(CC)CC)C. Product: [OH:1][C:2]1[C:11]2[C:10]([CH3:12])([CH3:13])[CH2:9][CH2:8][C:7]([CH3:15])([CH3:14])[C:6]=2[CH:5]=[C:4]([C:16](=[O:17])[CH3:18])[CH:3]=1. (3) Reactant: [F:1][CH:2]([F:8])[C:3]([O:5]CC)=O.C[O-].[Na+].CO.[Cl:14][C:15]1[CH:20]=[CH:19][C:18]([C:21](=[O:23])[CH3:22])=[CH:17][CH:16]=1.Cl. Product: [F:8][CH:2]([F:1])[C:3](=[O:5])[CH2:22][C:21]([C:18]1[CH:19]=[CH:20][C:15]([Cl:14])=[CH:16][CH:17]=1)=[O:23]. The catalyst class is: 27. (4) Reactant: [Cl:1][CH2:2][CH2:3][CH2:4][S:5](Cl)(=[O:7])=[O:6].[NH2:9][C:10]1[CH:15]=[CH:14][CH:13]=[CH:12][CH:11]=1. Product: [C:10]1([NH:9][S:5]([CH2:4][CH2:3][CH2:2][Cl:1])(=[O:7])=[O:6])[CH:15]=[CH:14][CH:13]=[CH:12][CH:11]=1. The catalyst class is: 17. (5) Product: [CH2:1]([O:8][C:9]1[C:16]([F:17])=[CH:15][CH:14]=[CH:13][C:10]=1[CH2:11][C:20]#[N:21])[C:2]1[CH:7]=[CH:6][CH:5]=[CH:4][CH:3]=1. The catalyst class is: 359. Reactant: [CH2:1]([O:8][C:9]1[C:16]([F:17])=[CH:15][CH:14]=[CH:13][C:10]=1[CH2:11]O)[C:2]1[CH:7]=[CH:6][CH:5]=[CH:4][CH:3]=1.CC(C)(O)[C:20]#[N:21].C1(P(C2C=CC=CC=2)C2C=CC=CC=2)C=CC=CC=1.N(C(OCC)=O)=NC(OCC)=O. (6) The catalyst class is: 2. Reactant: O[CH2:2][C@H:3]1[CH2:8][CH2:7][CH2:6][N:5]([C:9]([O:11][C:12]([CH3:15])([CH3:14])[CH3:13])=[O:10])[CH2:4]1.C(Br)(Br)(Br)[Br:17].C1(P(C2C=CC=CC=2)C2C=CC=CC=2)C=CC=CC=1.C1CCCCC1. Product: [Br:17][CH2:2][C@H:3]1[CH2:8][CH2:7][CH2:6][N:5]([C:9]([O:11][C:12]([CH3:15])([CH3:14])[CH3:13])=[O:10])[CH2:4]1.